From a dataset of Catalyst prediction with 721,799 reactions and 888 catalyst types from USPTO. Predict which catalyst facilitates the given reaction. Reactant: [N+:1]1([O-])[C:10]2[C:5](=[CH:6][C:7]([C:11]([O:13]C)=[O:12])=[CH:8][CH:9]=2)[CH:4]=[CH:3][CH:2]=1.[F:16][C:17]([Si](C)(C)C)([F:19])[F:18].CC(C)([O-])C.[K+]. Product: [F:16][C:17]([F:19])([F:18])[C:2]1[CH:3]=[CH:4][C:5]2[C:10](=[CH:9][CH:8]=[C:7]([C:11]([OH:13])=[O:12])[CH:6]=2)[N:1]=1. The catalyst class is: 1.